Dataset: Forward reaction prediction with 1.9M reactions from USPTO patents (1976-2016). Task: Predict the product of the given reaction. (1) Given the reactants Cl[C:2]1[CH:3]=[C:4]([F:28])[CH:5]=[C:6]2[C:10]=1[NH:9][CH:8]=[C:7]2[C:11]1[CH:16]=[CH:15][N:14]=[C:13]([NH:17][CH:18]2[CH2:23][C:22]([CH3:25])([CH3:24])[NH:21][C:20]([CH3:27])([CH3:26])[CH2:19]2)[N:12]=1.[CH3:29][C:30]([OH:34])([CH:32]=[CH2:33])[CH3:31].CCCC[N+](CCCC)(CCCC)CCCC.[F-], predict the reaction product. The product is: [F:28][C:4]1[CH:5]=[C:6]2[C:10](=[C:2](/[CH:33]=[CH:32]/[C:30]([CH3:31])([OH:34])[CH3:29])[CH:3]=1)[NH:9][CH:8]=[C:7]2[C:11]1[CH:16]=[CH:15][N:14]=[C:13]([NH:17][CH:18]2[CH2:19][C:20]([CH3:27])([CH3:26])[NH:21][C:22]([CH3:25])([CH3:24])[CH2:23]2)[N:12]=1. (2) Given the reactants [NH2:1][CH2:2][C:3]1[CH:4]=[C:5]([C:9]2[CH:10]=[N:11][C:12]([N:15]3[CH2:20][CH2:19][CH:18]([C:21]([O:23][CH2:24][CH3:25])=[O:22])[CH2:17][CH2:16]3)=[N:13][CH:14]=2)[CH:6]=[CH:7][CH:8]=1.C1N=CN([C:31]([N:33]2[CH:37]=[N:36]C=C2)=[O:32])C=1.C[N:39](C=O)C, predict the reaction product. The product is: [C:37]([NH:33][C:31]([NH:1][CH2:2][C:3]1[CH:4]=[C:5]([C:9]2[CH:10]=[N:11][C:12]([N:15]3[CH2:16][CH2:17][CH:18]([C:21]([O:23][CH2:24][CH3:25])=[O:22])[CH2:19][CH2:20]3)=[N:13][CH:14]=2)[CH:6]=[CH:7][CH:8]=1)=[O:32])(=[NH:36])[NH2:39]. (3) Given the reactants [C:1]([O:5][C:6]([CH:8]1[CH2:13][CH2:12][CH2:11][NH:10][CH:9]1C(O)=O)=[O:7])([CH3:4])([CH3:3])[CH3:2].[CH:17]([C:20]1[CH:21]=[C:22]([C:26]2[CH2:27][CH2:28]NCC=2)[CH:23]=[CH:24][CH:25]=1)([CH3:19])[CH3:18].C1CN([P+]([O:48]N2N=NC3C=CC=CC2=3)(N2CCCC2)N2CCCC2)CC1.F[P-](F)(F)(F)(F)F.[CH:65]([N:68]([CH:71](C)C)CC)(C)[CH3:66], predict the reaction product. The product is: [C:1]([O:5][C:6]([CH:8]1[CH:13]([C:71]([N:68]2[CH2:65][CH:66]=[CH:28][CH2:27][CH:26]2[C:22]2[CH:23]=[CH:24][CH:25]=[C:20]([CH:17]([CH3:18])[CH3:19])[CH:21]=2)=[O:48])[CH2:12][CH2:11][NH:10][CH2:9]1)=[O:7])([CH3:2])([CH3:3])[CH3:4].